Dataset: Forward reaction prediction with 1.9M reactions from USPTO patents (1976-2016). Task: Predict the product of the given reaction. (1) Given the reactants [Cl:1][C:2]1[NH:3][C:4]([NH:11][CH2:12][CH2:13][NH:14][CH2:15][C:16]2[CH:21]=[CH:20][CH:19]=[CH:18][CH:17]=2)=[C:5]2[C:9]([N:10]=1)=[N:8][CH:7]=[N:6]2.N[CH:23]1[CH2:28][CH:27]([NH2:29])[CH2:26][CH2:25][CH2:24]1.C(Cl)[Cl:31].CO.[NH4+:35].[OH-], predict the reaction product. The product is: [ClH:1].[ClH:31].[ClH:1].[NH2:35][C@H:24]1[CH2:25][CH2:26][C@H:27]([NH:29][C:2]2[NH:3][C:4]([NH:11][CH2:12][CH2:13][NH:14][CH2:15][C:16]3[CH:21]=[CH:20][CH:19]=[CH:18][CH:17]=3)=[C:5]3[C:9]([N:10]=2)=[N:8][CH:7]=[N:6]3)[CH2:28][CH2:23]1. (2) Given the reactants [CH3:1][CH2:2][CH:3]([NH:6][CH2:7][C:8]1[CH:9]=[C:10]([CH:44]=[CH:45][CH:46]=1)[C:11]([NH:13][C:14]1[S:15][C:16]2[CH2:43][CH2:42][CH2:41][CH2:40][C:17]=2[C:18]=1[C:19]([NH:21][C:22]1[CH:27]=[CH:26][C:25]([CH2:28][CH2:29][C:30]2[CH:39]=[CH:38][C:33]([C:34]([O:36][CH3:37])=[O:35])=[CH:32][CH:31]=2)=[CH:24][CH:23]=1)=[O:20])=[O:12])[CH2:4][CH3:5].C(O[BH-](OC(=O)C)OC(=O)C)(=O)C.[Na+].[CH3:61][N:62]([CH2:72][CH:73]=O)[C:63](=[O:71])[CH2:64][CH2:65][C:66]([O:68][CH2:69][CH3:70])=[O:67].C(=O)([O-])O.[Na+], predict the reaction product. The product is: [CH2:69]([O:68][C:66](=[O:67])[CH2:65][CH2:64][C:63]([N:62]([CH3:61])[CH2:72][CH2:73][N:6]([CH2:7][C:8]1[CH:9]=[C:10]([CH:44]=[CH:45][CH:46]=1)[C:11]([NH:13][C:14]1[S:15][C:16]2[CH2:43][CH2:42][CH2:41][CH2:40][C:17]=2[C:18]=1[C:19]([NH:21][C:22]1[CH:27]=[CH:26][C:25]([CH2:28][CH2:29][C:30]2[CH:31]=[CH:32][C:33]([C:34]([O:36][CH3:37])=[O:35])=[CH:38][CH:39]=2)=[CH:24][CH:23]=1)=[O:20])=[O:12])[CH:3]([CH2:2][CH3:1])[CH2:4][CH3:5])=[O:71])[CH3:70]. (3) Given the reactants [CH3:1][N:2]([CH3:34])[C:3]([C:5]1[N:6]([C:28]2[CH:33]=[CH:32][CH:31]=[CH:30][CH:29]=2)[C:7]2[C:12]([C:13](=[O:26])[C:14]=1[CH2:15][NH:16][C:17]([C:19]1[CH:20]=[N:21][C:22](Cl)=[CH:23][CH:24]=1)=[O:18])=[CH:11][CH:10]=[C:9]([Cl:27])[CH:8]=2)=[O:4].[NH:35]1[CH2:40][CH2:39][CH:38]([CH2:41][CH2:42][OH:43])[CH2:37][CH2:36]1, predict the reaction product. The product is: [Cl:27][C:9]1[CH:8]=[C:7]2[C:12]([C:13](=[O:26])[C:14]([CH2:15][NH:16][C:17]([C:19]3[CH:24]=[CH:23][C:22]([N:35]4[CH2:40][CH2:39][CH:38]([CH2:41][CH2:42][OH:43])[CH2:37][CH2:36]4)=[N:21][CH:20]=3)=[O:18])=[C:5]([C:3](=[O:4])[N:2]([CH3:34])[CH3:1])[N:6]2[C:28]2[CH:33]=[CH:32][CH:31]=[CH:30][CH:29]=2)=[CH:11][CH:10]=1. (4) Given the reactants [NH2:1][C:2]1[C:3]2[C:10]([C:11]3[CH:16]=[CH:15][C:14]([O:17][C:18]4[CH:23]=[CH:22][CH:21]=[CH:20][CH:19]=4)=[CH:13][CH:12]=3)=[CH:9][N:8]([CH:24]3[CH2:28][CH2:27][CH:26](O)[CH2:25]3)[C:4]=2[N:5]=[CH:6][N:7]=1.[CH3:30][N:31]1[CH2:36][CH2:35][NH:34][CH2:33][CH2:32]1.[C:37]([OH:40])(=[O:39])[CH3:38].[C:41]([O:44][BH-]([O:50][C:51](=[O:53])[CH3:52])OC(=O)C)(=[O:43])[CH3:42].[Na+], predict the reaction product. The product is: [C:41]([OH:44])(=[O:43])/[CH:42]=[CH:38]\[C:37]([OH:40])=[O:39].[C:51]([OH:50])(=[O:53])/[CH:52]=[CH:38]\[C:37]([OH:40])=[O:39].[C:41]([OH:44])(=[O:43])/[CH:42]=[CH:38]\[C:37]([OH:40])=[O:39].[CH3:30][N:31]1[CH2:36][CH2:35][N:34]([CH:26]2[CH2:27][CH2:28][CH:24]([N:8]3[C:4]4[N:5]=[CH:6][N:7]=[C:2]([NH2:1])[C:3]=4[C:10]([C:11]4[CH:12]=[CH:13][C:14]([O:17][C:18]5[CH:19]=[CH:20][CH:21]=[CH:22][CH:23]=5)=[CH:15][CH:16]=4)=[CH:9]3)[CH2:25]2)[CH2:33][CH2:32]1. (5) Given the reactants [N+:1]([C:4]1[CH:10]=[CH:9][C:7]([NH2:8])=[CH:6][CH:5]=1)([O-:3])=[O:2].[C:11]([Cl:15])(=O)[CH2:12][CH3:13].[CH2:16](N(CC)CC)C.P(Cl)(Cl)(Cl)=O, predict the reaction product. The product is: [Cl:15][C:11]1[C:12]([CH3:16])=[CH:13][C:9]2[C:7](=[CH:6][CH:5]=[C:4]([N+:1]([O-:3])=[O:2])[CH:10]=2)[N:8]=1.